Dataset: Experimentally validated miRNA-target interactions with 360,000+ pairs, plus equal number of negative samples. Task: Binary Classification. Given a miRNA mature sequence and a target amino acid sequence, predict their likelihood of interaction. (1) The miRNA is rno-miR-200c-3p with sequence UAAUACUGCCGGGUAAUGAUG. The protein sequence of the target gene is MAANMYRVGDYVYFENSSSNPYLIRRIEELNKTANGNVEAKVVCFYRRRDISSTLIALADKHATLSVCYKAGPGADNGEEGEIEEEMENPEMVDLPEKLKHQLRHRELFLSRQLESLPATHIRGKCSVTLLNETESLKSYLEREDFFFYSLVYDPQQKTLLADKGEIRVGNRYQADITDLLKEGEEDGRDQSRLETQVWEAHNPLTDKQIDQFLVVARSVGTFARALDCSSSVRQPSLHMSAAAASRDITLFHAMDTLHKNIYDISKAISALVPQGGPVLCRDEMEEWSASEANLFEEAL.... Result: 0 (no interaction). (2) The protein sequence of the target gene is MMDQARSAFSNLFGGEPLSYTRFSLARQVDGDNSHVEMKLAADEEENADNNMKASVRKPKRFNGRLCFAAIALVIFFLIGFMSGYLGYCKRVEQKEECVKLAETEETDKSETMETEDVPTSSRLYWADLKTLLSEKLNSIEFADTIKQLSQNTYTPREAGSQKDESLAYYIENQFHEFKFSKVWRDEHYVKIQVKSSIGQNMVTIVQSNGNLDPVESPEGYVAFSKPTEVSGKLVHANFGTKKDFEELSYSVNGSLVIVRAGEITFAEKVANAQSFNAIGVLIYMDKNKFPVVEADLALF.... The miRNA is hsa-miR-4452 with sequence UUGAAUUCUUGGCCUUAAGUGAU. Result: 0 (no interaction). (3) The miRNA is mmu-miR-425-5p with sequence AAUGACACGAUCACUCCCGUUGA. The protein sequence of the target gene is MDLKTAVFNAARDGKLRLLTKLLASKSKAEVSSLISEKTNGATPLLMAARYGHLDMVEFLLEQCSASIEVGGSVNFDGETIEGAPPLWAASAAGHLKVVQSLLNHGASVNNTTLTNSTPLRAACFDGHLEIVKYLVEHKADLEVSNRHGHTCLMISCYKGHKEIAQYLLEKGADVNRKSVKGNTALHDCAESGSLDIMKMLLMYCAKMEKDGYGMTPLLSASVTGHTNIVDFLTHHAQTSKTERINALELLGATFVDKKRDLLGALKYWKKAMNMRYSDRTNIISKPVPQTLIMAYDYAK.... Result: 1 (interaction). (4) The miRNA is hsa-miR-378f with sequence ACUGGACUUGGAGCCAGAAG. The protein sequence of the target gene is MAGAGSEARFAGLSLVQLNELLEDEGQLTEMVQKMEETQNVQLNKEMTLASNRSLAEGNLLYQPQLDTLKARLTQKYQELQVLFEAYQIKKTKLDRQSSSASLETLLALLQAEGAKIEEDTENMAEKFLDGELPLDSFIDVYQSKRKLAHMRRVKIEKLQEMVLKGQRLPQALAPLPPRLPELAPTAPLPYPAPEASGPPAVAPRRIPPPPPPVPAGRLATPFTAAMSSGQAVPYPGLQCPPLPPRVGLPTQQGFSSQFVSPYPPPLPQRPPPRLPPHQPGFILQ. Result: 1 (interaction). (5) The miRNA is hsa-miR-128-3p with sequence UCACAGUGAACCGGUCUCUUU. The protein sequence of the target gene is MTLVLSMNRFCEPIVSEGAAEIAGYQTLWEADSYGGPSPPGPAQAPLQGDRGAGPPLAGSHYRGISNPITTSKITYFKRKYVEEEDFHPPLSSCSHKTISIFEERAHILYMSLEKLKFIDDPEVYLRRSVLINNLMKRIHGEIIMQNNWCFPACSFNGTSAQEWFMAQDCPYRKRPRMAKEECEKFHACCFYQECGGHYLNLPLSVNANVGSASTAASSPSASSSSSSSSSSPPLPLPSCSRQVDFDVGSASIYKSDGQIPANEIFVTNVRSLGVQEKAKLNDEKANDDTNRDGGPLSHE.... Result: 1 (interaction).